From a dataset of Full USPTO retrosynthesis dataset with 1.9M reactions from patents (1976-2016). Predict the reactants needed to synthesize the given product. (1) Given the product [CH2:1]([C:4]1[CH:5]=[C:6]([CH:31]=[C:32]([F:35])[C:33]=1[NH2:34])[CH2:7][C@H:8]1[C@H:16]([OH:15])[C@@H:12]([NH:13][CH2:18][C:19]2[CH:24]=[CH:23][CH:22]=[C:21]([C:25]([CH3:28])([CH3:27])[CH3:26])[CH:20]=2)[CH2:11][S:10](=[O:29])(=[O:30])[CH2:9]1)[CH:2]=[CH2:3], predict the reactants needed to synthesize it. The reactants are: [CH2:1]([C:4]1[CH:5]=[C:6]([CH:31]=[C:32]([F:35])[C:33]=1[NH2:34])[CH2:7][C@H:8]1[C@H:16]2[C@@H:12]([N:13]([CH2:18][C:19]3[CH:24]=[CH:23][CH:22]=[C:21]([C:25]([CH3:28])([CH3:27])[CH3:26])[CH:20]=3)C(=O)[O:15]2)[CH2:11][S:10](=[O:30])(=[O:29])[CH2:9]1)[CH:2]=[CH2:3].C[Si](C)(C)[O-].[K+]. (2) Given the product [CH2:16]([O:18][C:19]1[CH:24]=[CH:23][CH:22]=[CH:21][C:20]=1[O:1][CH2:2][C@H:3]1[O:8][CH2:7][CH2:6][N:5]([C:9]([O:11][C:12]([CH3:15])([CH3:14])[CH3:13])=[O:10])[CH2:4]1)[CH3:17], predict the reactants needed to synthesize it. The reactants are: [OH:1][CH2:2][C@H:3]1[O:8][CH2:7][CH2:6][N:5]([C:9]([O:11][C:12]([CH3:15])([CH3:14])[CH3:13])=[O:10])[CH2:4]1.[CH2:16]([O:18][C:19]1[CH:24]=[CH:23][CH:22]=[CH:21][C:20]=1O)[CH3:17].C1(P(C2C=CC=CC=2)C2C=CC=CC=2)C=CC=CC=1.N(C(OC(C)C)=O)=NC(OC(C)C)=O. (3) The reactants are: [Na+].[F:2][C:3]1[CH:8]=[CH:7][C:6]([C:9]2[C:17]3[C:12](=[CH:13][CH:14]=[CH:15][CH:16]=3)[N:11]([CH:18]([CH3:20])[CH3:19])[C:10]=2/[CH:21]=[CH:22]/[C@@H:23]([OH:31])[CH2:24][C@@H:25]([OH:30])[CH2:26][C:27]([O-:29])=[O:28])=[CH:5][CH:4]=1.O.O.[Cl-].[Ca+2:35].[Cl-]. Given the product [Ca+2:35].[F:2][C:3]1[CH:4]=[CH:5][C:6]([C:9]2[C:17]3[C:12](=[CH:13][CH:14]=[CH:15][CH:16]=3)[N:11]([CH:18]([CH3:20])[CH3:19])[C:10]=2/[CH:21]=[CH:22]/[C@@H:23]([OH:31])[CH2:24][C@@H:25]([OH:30])[CH2:26][C:27]([O-:29])=[O:28])=[CH:7][CH:8]=1.[F:2][C:3]1[CH:4]=[CH:5][C:6]([C:9]2[C:17]3[C:12](=[CH:13][CH:14]=[CH:15][CH:16]=3)[N:11]([CH:18]([CH3:20])[CH3:19])[C:10]=2/[CH:21]=[CH:22]/[C@@H:23]([OH:31])[CH2:24][C@@H:25]([OH:30])[CH2:26][C:27]([O-:29])=[O:28])=[CH:7][CH:8]=1, predict the reactants needed to synthesize it. (4) The reactants are: [OH:1][CH:2]1[CH2:7][CH2:6][CH2:5][CH2:4][CH:3]1[NH:8][C:9](=[O:19])[CH2:10]P(=O)(OCC)OCC.[CH3:20][O:21][C:22]1[CH:27]=[CH:26][C:25]([S:28][C:29]2[CH:36]=[CH:35][CH:34]=[CH:33][C:30]=2[CH:31]=O)=[CH:24][CH:23]=1. Given the product [OH:1][CH:2]1[CH2:7][CH2:6][CH2:5][CH2:4][CH:3]1[NH:8][C:9](=[O:19])/[CH:10]=[CH:31]/[C:30]1[CH:33]=[CH:34][CH:35]=[CH:36][C:29]=1[S:28][C:25]1[CH:26]=[CH:27][C:22]([O:21][CH3:20])=[CH:23][CH:24]=1, predict the reactants needed to synthesize it. (5) Given the product [O:17]1[CH:18]=[CH:19][CH:20]=[C:16]1[C:14]1[N:8]([C:4]2[CH:5]=[CH:6][CH:7]=[C:2]([I:1])[CH:3]=2)[N:9]=[C:12]([C:11]([F:10])([F:22])[F:23])[CH:13]=1, predict the reactants needed to synthesize it. The reactants are: [I:1][C:2]1[CH:3]=[C:4]([NH:8][NH2:9])[CH:5]=[CH:6][CH:7]=1.[F:10][C:11]([F:23])([F:22])[C:12](=O)[CH2:13][C:14]([C:16]1[O:17][CH:18]=[CH:19][CH:20]=1)=O. (6) Given the product [C:14]([O-:17])(=[O:16])[CH3:15].[CH3:1][O:2][Si:3]([CH2:8][CH2:9][CH2:10][NH+:11]([CH3:13])[CH3:12])([O:4][CH3:5])[O:6][CH3:7], predict the reactants needed to synthesize it. The reactants are: [CH3:1][O:2][Si:3]([CH2:8][CH2:9][CH2:10][N:11]([CH3:13])[CH3:12])([O:6][CH3:7])[O:4][CH3:5].[C:14]([OH:17])(=[O:16])[CH3:15].